Dataset: Reaction yield outcomes from USPTO patents with 853,638 reactions. Task: Predict the reaction yield, written as a fraction of the theoretical maximum amount of product (1.0 means a 100% yield; for example, 0.34 means a 34% yield). (1) The catalyst is ClCCl. The reactants are Cl[C:2]([O:4][CH3:5])=[O:3].[CH2:6]([O:8][C:9](=[O:20])[CH:10]([N:12]1[CH2:17][CH2:16][CH2:15][CH:14]([NH2:18])[C:13]1=[O:19])[CH3:11])[CH3:7].CN1CCOCC1. The product is [CH2:6]([O:8][C:9](=[O:20])[CH:10]([N:12]1[CH2:17][CH2:16][CH2:15][CH:14]([NH:18][C:2]([O:4][CH3:5])=[O:3])[C:13]1=[O:19])[CH3:11])[CH3:7]. The yield is 0.750. (2) The reactants are Cl[C:2]1[CH:7]=[CH:6][C:5]([N+:8]([O-:10])=[O:9])=[CH:4][C:3]=1[S:11]([NH2:14])(=[O:13])=[O:12].C(=O)([O-])[O-].[NH4+:19].[NH4+].[OH-].[NH4+]. The catalyst is S([O-])([O-])(=O)=O.[Cu+2]. The product is [NH2:19][C:2]1[CH:7]=[CH:6][C:5]([N+:8]([O-:10])=[O:9])=[CH:4][C:3]=1[S:11]([NH2:14])(=[O:13])=[O:12]. The yield is 0.610. (3) The reactants are Cl[C:2]1[N:7]=[C:6]([NH2:8])[CH:5]=[CH:4][N:3]=1.C([O-])(=O)C([O-])=O.[C:15]([O:19][C:20]([N:22]1[CH2:28][C:24]2([CH2:27][NH2+:26][CH2:25]2)[CH2:23]1)=[O:21])([CH3:18])([CH3:17])[CH3:16].[C:15]([O:19][C:20]([N:22]1[CH2:23][C:24]2([CH2:25][NH2+:26][CH2:27]2)[CH2:28]1)=[O:21])([CH3:18])([CH3:16])[CH3:17].C(=O)([O-])[O-].[Cs+].[Cs+]. The catalyst is CN(C)C=O. The product is [NH2:8][C:6]1[CH:5]=[CH:4][N:3]=[C:2]([N:26]2[CH2:25][C:24]3([CH2:23][N:22]([C:20]([O:19][C:15]([CH3:17])([CH3:16])[CH3:18])=[O:21])[CH2:28]3)[CH2:27]2)[N:7]=1. The yield is 0.470. (4) The yield is 0.780. The catalyst is ClCCl. The reactants are C(Cl)(=O)C(Cl)=O.CS(C)=O.[CH3:11][O:12][C:13]([N:15]1[CH2:20][CH2:19][CH:18]([CH2:21][OH:22])[CH2:17][CH2:16]1)=[O:14].C(N(CC)CC)C. The product is [CH3:11][O:12][C:13]([N:15]1[CH2:16][CH2:17][CH:18]([CH:21]=[O:22])[CH2:19][CH2:20]1)=[O:14].